Dataset: Reaction yield outcomes from USPTO patents with 853,638 reactions. Task: Predict the reaction yield, written as a fraction of the theoretical maximum amount of product (1.0 means a 100% yield; for example, 0.34 means a 34% yield). (1) The reactants are [Br:1][C:2]1[CH:8]=[CH:7][C:5]([NH2:6])=[CH:4][CH:3]=1.[CH2:9]([O:11][CH:12]=[CH:13][C:14](Cl)=[O:15])[CH3:10]. The catalyst is ClCCl.N1C=CC=CC=1. The product is [Br:1][C:2]1[CH:8]=[CH:7][C:5]([NH:6][C:14](=[O:15])[CH:13]=[CH:12][O:11][CH2:9][CH3:10])=[CH:4][CH:3]=1. The yield is 0.580. (2) The reactants are [NH2:1][C:2]1[CH:11]=[CH:10][CH:9]=[C:8]2[C:3]=1[CH:4]=[CH:5][O:6][C:7]2=[O:12].CN1CCOCC1.[C:20]12([CH2:30][C:31](Cl)=[O:32])[CH2:29][CH:24]3[CH2:25][CH:26]([CH2:28][CH:22]([CH2:23]3)[CH2:21]1)[CH2:27]2. The catalyst is O1CCOCC1. The product is [C:20]12([CH2:30][C:31]([NH:1][C:2]3[CH:11]=[CH:10][CH:9]=[C:8]4[C:3]=3[CH:4]=[CH:5][O:6][C:7]4=[O:12])=[O:32])[CH2:27][CH:26]3[CH2:25][CH:24]([CH2:23][CH:22]([CH2:28]3)[CH2:21]1)[CH2:29]2. The yield is 0.910. (3) The reactants are [N:1]12[CH2:8][CH2:7][C:4]([C:9]([C:17]3[CH:22]=[CH:21][CH:20]=[CH:19][CH:18]=3)([C:11]3[CH:16]=[CH:15][CH:14]=[CH:13][CH:12]=3)[OH:10])([CH2:5][CH2:6]1)[CH2:3][CH2:2]2.[Br:23][CH2:24][CH2:25][CH2:26][CH2:27][CH:28]=[CH2:29]. The catalyst is CC#N. The product is [Br-:23].[CH2:29]([N+:1]12[CH2:6][CH2:5][C:4]([C:9]([OH:10])([C:17]3[CH:22]=[CH:21][CH:20]=[CH:19][CH:18]=3)[C:11]3[CH:12]=[CH:13][CH:14]=[CH:15][CH:16]=3)([CH2:3][CH2:2]1)[CH2:7][CH2:8]2)[CH2:28][CH2:27][CH2:26][CH:25]=[CH2:24]. The yield is 0.671. (4) The reactants are [NH2:1][C@@H:2]([CH2:6][C:7]1[CH:12]=[CH:11][C:10]([C:13]2[CH:18]=[C:17]([O:19][C@H:20]([C:25]3[CH:30]=[CH:29][C:28]([C:31]4[CH:36]=[CH:35][CH:34]=[C:33]([O:37][CH3:38])[CH:32]=4)=[CH:27][CH:26]=3)[C:21]([F:24])([F:23])[F:22])[N:16]=[C:15]([NH2:39])[N:14]=2)=[CH:9][CH:8]=1)[C:3]([O-:5])=[O:4].[CH3:40][C:41]1[CH:42]=[CH:43][C:44]([S:47]([OH:50])(=[O:49])=[O:48])=[CH:45][CH:46]=1.O.C(#N)C.O. The catalyst is C1COCC1.O. The product is [OH2:4].[OH2:48].[S:47]([C:44]1[CH:45]=[CH:46][C:41]([CH3:40])=[CH:42][CH:43]=1)([OH:50])(=[O:49])=[O:48].[NH2:1][C@@H:2]([CH2:6][C:7]1[CH:8]=[CH:9][C:10]([C:13]2[CH:18]=[C:17]([O:19][C@H:20]([C:25]3[CH:30]=[CH:29][C:28]([C:31]4[CH:36]=[CH:35][CH:34]=[C:33]([O:37][CH3:38])[CH:32]=4)=[CH:27][CH:26]=3)[C:21]([F:22])([F:24])[F:23])[N:16]=[C:15]([NH2:39])[N:14]=2)=[CH:11][CH:12]=1)[C:3]([OH:5])=[O:4]. The yield is 0.934.